Dataset: Reaction yield outcomes from USPTO patents with 853,638 reactions. Task: Predict the reaction yield, written as a fraction of the theoretical maximum amount of product (1.0 means a 100% yield; for example, 0.34 means a 34% yield). (1) The reactants are [N:1]1[CH:6]=[CH:5][CH:4]=[CH:3][C:2]=1[C:7]1[O:11][CH:10]=[N:9][CH:8]=1.[CH3:12][O:13][C:14]1[CH:19]=[CH:18][CH:17]=[CH:16][C:15]=1[CH2:20][CH2:21][CH2:22][CH2:23][CH2:24][CH2:25][C:26](O)=[O:27]. No catalyst specified. The product is [O:27]=[C:26]([C:10]1[O:11][C:7]([C:2]2[CH:3]=[CH:4][CH:5]=[CH:6][N:1]=2)=[CH:8][N:9]=1)[CH2:25][CH2:24][CH2:23][CH2:22][CH2:21][CH2:20][C:15]1[CH:16]=[CH:17][CH:18]=[CH:19][C:14]=1[O:13][CH3:12]. The yield is 0.370. (2) The reactants are Cl[C:2]1[N:7]=[CH:6][C:5]([CH2:8][N:9]2[CH2:14][CH2:13][O:12][CH2:11][CH2:10]2)=[CH:4][CH:3]=1.[CH3:15][Mg]Cl.[Cl-].[NH4+]. The catalyst is O1CCCC1.CN1CCCC1=O.C/C(/O)=C/C(C)=O.C/C(/O)=C/C(C)=O.C/C(/O)=C/C(C)=O.[Fe]. The product is [CH3:15][C:2]1[N:7]=[CH:6][C:5]([CH2:8][N:9]2[CH2:14][CH2:13][O:12][CH2:11][CH2:10]2)=[CH:4][CH:3]=1. The yield is 0.680. (3) The reactants are [F:1][C:2]([F:11])([F:10])[C:3]1[CH:4]=[CH:5][C:6]([SH:9])=[N:7][CH:8]=1.F[C:13]1[CH:20]=[CH:19][C:16]([CH:17]=[O:18])=[CH:15][CH:14]=1.C([O-])([O-])=O.[K+].[K+]. The catalyst is CN(C=O)C. The product is [F:11][C:2]([F:1])([F:10])[C:3]1[CH:4]=[CH:5][C:6]([S:9][C:13]2[CH:20]=[CH:19][C:16]([CH:17]=[O:18])=[CH:15][CH:14]=2)=[N:7][CH:8]=1. The yield is 0.870. (4) The reactants are [O:1]=[S:2]1(=[O:50])[CH2:7][CH2:6][N:5]([CH2:8][CH2:9][NH:10][C@:11]23[CH2:46][CH2:45][C@@H:44]([C:47]([CH3:49])=[CH2:48])[C@@H:12]2[C@@H:13]2[C@@:26]([CH3:29])([CH2:27][CH2:28]3)[C@@:25]3([CH3:30])[C@@H:16]([C@:17]4([CH3:43])[C@@H:22]([CH2:23][CH2:24]3)[C:21]([CH3:32])([CH3:31])[C:20]([C:33]3[CH:42]=[CH:41][C:36]([C:37]([O:39]C)=[O:38])=[CH:35][CH:34]=3)=[CH:19][CH2:18]4)[CH2:15][CH2:14]2)[CH2:4][CH2:3]1.[OH-].[Na+]. The catalyst is O1CCOCC1. The product is [O:50]=[S:2]1(=[O:1])[CH2:7][CH2:6][N:5]([CH2:8][CH2:9][NH:10][C@:11]23[CH2:46][CH2:45][C@@H:44]([C:47]([CH3:49])=[CH2:48])[C@@H:12]2[C@@H:13]2[C@@:26]([CH3:29])([CH2:27][CH2:28]3)[C@@:25]3([CH3:30])[C@@H:16]([C@:17]4([CH3:43])[C@@H:22]([CH2:23][CH2:24]3)[C:21]([CH3:32])([CH3:31])[C:20]([C:33]3[CH:42]=[CH:41][C:36]([C:37]([OH:39])=[O:38])=[CH:35][CH:34]=3)=[CH:19][CH2:18]4)[CH2:15][CH2:14]2)[CH2:4][CH2:3]1. The yield is 0.390. (5) The reactants are [CH3:1][O:2][C:3]1[CH:15]=[CH:14][C:6]2[C:7]([CH2:10][C:11]([OH:13])=[O:12])=[CH:8][O:9][C:5]=2[CH:4]=1.B(Br)(Br)Br.Cl[CH2:21]Cl. No catalyst specified. The product is [CH3:1][O:2][C:3]1[CH:15]=[CH:14][C:6]2[C:7]([CH2:10][C:11]([O:13][CH3:21])=[O:12])=[CH:8][O:9][C:5]=2[CH:4]=1. The yield is 0.670. (6) The reactants are [NH2:1][CH:2]([CH2:5][OH:6])[CH2:3][OH:4].O1CCOCC1.[CH3:13][C:14]([O:17][C:18](O[C:18]([O:17][C:14]([CH3:16])([CH3:15])[CH3:13])=[O:19])=[O:19])([CH3:16])[CH3:15]. The catalyst is O.O1CCOCC1. The product is [C:18]([NH:1][CH:2]([CH2:5][OH:6])[CH2:3][OH:4])([O:17][C:14]([CH3:16])([CH3:15])[CH3:13])=[O:19]. The yield is 0.950.